Task: Predict the reaction yield, written as a fraction of the theoretical maximum amount of product (1.0 means a 100% yield; for example, 0.34 means a 34% yield).. Dataset: Reaction yield outcomes from USPTO patents with 853,638 reactions (1) The reactants are [N:1]1[CH:6]=[CH:5][C:4]([CH:7]([CH3:14])[CH2:8][C:9](OCC)=[O:10])=[CH:3][CH:2]=1.[NH3:15]. No catalyst specified. The yield is 0.470. The product is [N:1]1[CH:6]=[CH:5][C:4]([CH:7]([CH3:14])[CH2:8][C:9]([NH2:15])=[O:10])=[CH:3][CH:2]=1. (2) The reactants are [Cl:1][C:2]1[C:10]2[N:9]=[C:8]3[N:11]([C:15]4[CH:23]=[CH:22][C:18]([C:19]([NH2:21])=O)=[CH:17][C:16]=4[CH3:24])[CH2:12][CH2:13][CH2:14][N:7]3[C:6]=2[C:5]([CH:25]=[O:26])=[CH:4][CH:3]=1.C(N(CC)CC)C.S(Cl)(Cl)=O. The catalyst is CN(C)C=O.C(=O)(O)[O-].[Na+]. The product is [Cl:1][C:2]1[C:10]2[N:9]=[C:8]3[N:11]([C:15]4[CH:23]=[CH:22][C:18]([C:19]#[N:21])=[CH:17][C:16]=4[CH3:24])[CH2:12][CH2:13][CH2:14][N:7]3[C:6]=2[C:5]([CH:25]=[O:26])=[CH:4][CH:3]=1. The yield is 0.700. (3) The yield is 0.540. The product is [F:20][C:15]1[CH:16]=[CH:17][CH:18]=[CH:19][C:14]=1[C:13]([N:8]1[CH2:9][CH2:10][C:11]2[N:1]=[C:2]([NH2:4])[S:3][C:6]=2[CH2:7]1)=[O:21]. The catalyst is CCO. The reactants are [NH2:1][C:2]([NH2:4])=[S:3].Br[CH:6]1[C:11](=O)[CH2:10][CH2:9][N:8]([C:13](=[O:21])[C:14]2[CH:19]=[CH:18][CH:17]=[CH:16][C:15]=2[F:20])[CH2:7]1.C([O-])(O)=O.[Na+]. (4) The reactants are [Li+:1].C[Si]([N-][Si](C)(C)C)(C)C.[C:11]([C:14]1[O:15][CH:16]=[CH:17][CH:18]=1)(=[O:13])[CH3:12].[C:19]([O:23][C:24](=[O:32])[C:25](OC(C)(C)C)=[O:26])([CH3:22])([CH3:21])[CH3:20]. The catalyst is CCOCC. The product is [C:19]([O:23][C:24](=[O:32])[C:25]([O-:26])=[CH:12][C:11]([C:14]1[O:15][CH:16]=[CH:17][CH:18]=1)=[O:13])([CH3:22])([CH3:21])[CH3:20].[Li+:1]. The yield is 0.830. (5) The reactants are [H-].[Na+].[F:3][C:4]([F:38])([F:37])[C:5]1[CH:6]=[C:7]([CH:30]=[C:31]([C:33]([F:36])([F:35])[F:34])[CH:32]=1)[CH2:8][NH:9][CH2:10][C:11]1[C:12]([N:21]([CH2:24][CH:25]2[CH2:29][CH2:28][CH2:27][CH2:26]2)[CH2:22][CH3:23])=[N:13][C:14]2[C:19]([CH:20]=1)=[CH:18][CH:17]=[CH:16][CH:15]=2.[C:39](=[S:41])=[S:40].[CH3:42]I. The catalyst is C1COCC1.O. The product is [CH3:42][S:40][C:39](=[S:41])[N:9]([CH2:8][C:7]1[CH:30]=[C:31]([C:33]([F:36])([F:35])[F:34])[CH:32]=[C:5]([C:4]([F:37])([F:3])[F:38])[CH:6]=1)[CH2:10][C:11]1[C:12]([N:21]([CH2:24][CH:25]2[CH2:29][CH2:28][CH2:27][CH2:26]2)[CH2:22][CH3:23])=[N:13][C:14]2[C:19]([CH:20]=1)=[CH:18][CH:17]=[CH:16][CH:15]=2. The yield is 0.870. (6) The reactants are [C:1]([C:5]1[CH:23]=[CH:22][C:8]([C:9]([NH:11][C:12]2[N:13]=[C:14]3[CH:19]=[CH:18][C:17](Cl)=[N:16][N:15]3[CH:21]=2)=[O:10])=[CH:7][CH:6]=1)([CH3:4])([CH3:3])[CH3:2].[NH:24]1[CH:28]=[C:27]([CH2:29][OH:30])[N:26]=[CH:25]1.[H-].[Na+].O. The catalyst is [I-].C([N+](CCCC)(CCCC)CCCC)CCC.CN1CCCC1=O. The product is [C:1]([C:5]1[CH:23]=[CH:22][C:8]([C:9]([NH:11][C:12]2[N:13]=[C:14]3[CH:19]=[CH:18][C:17]([N:24]4[CH:28]=[C:27]([CH2:29][OH:30])[N:26]=[CH:25]4)=[N:16][N:15]3[CH:21]=2)=[O:10])=[CH:7][CH:6]=1)([CH3:4])([CH3:3])[CH3:2]. The yield is 0.150. (7) The reactants are O1CC[CH:4]([O:7][CH2:8][CH:9]2[CH2:14][CH2:13][N:12]([C:15]3[CH:16]=[CH:17][C:18]4[N:19]([C:21]([C:24]([F:27])([F:26])[F:25])=[N:22][N:23]=4)[N:20]=3)[CH2:11][CH2:10]2)[CH2:3][CH2:2]1.[Cl:28][C:29]1[N:34]=C(O)C=C[CH:30]=1. No catalyst specified. The product is [Cl:28][C:29]1[N:34]=[C:4]([O:7][CH2:8][CH:9]2[CH2:10][CH2:11][N:12]([C:15]3[CH:16]=[CH:17][C:18]4[N:19]([C:21]([C:24]([F:27])([F:25])[F:26])=[N:22][N:23]=4)[N:20]=3)[CH2:13][CH2:14]2)[CH:3]=[CH:2][CH:30]=1. The yield is 0.750. (8) The reactants are Cl[C:2]1[CH:7]=[CH:6][N:5]=[C:4]([N:8]2[C:20](=[O:21])[C:19]3[S:18][C:17]4[CH2:16][CH2:15][CH2:14][CH2:13][C:12]=4[C:11]=3[CH:10]=[N:9]2)[C:3]=1[CH:22]=[O:23].[CH3:24][N:25]1[CH:30]=[C:29](B2OC(C)(C)C(C)(C)O2)[CH:28]=[C:27]([NH:40][C:41]2[CH:46]=[CH:45][C:44]([N:47]3[CH2:52][CH2:51][N:50]([CH:53]4[CH2:56][O:55][CH2:54]4)[CH2:49][CH2:48]3)=[CH:43][N:42]=2)[C:26]1=[O:57].C1COCC1. The catalyst is C1C=CC(P(C2C=CC=CC=2)[C-]2C=CC=C2)=CC=1.C1C=CC(P(C2C=CC=CC=2)[C-]2C=CC=C2)=CC=1.Cl[Pd]Cl.[Fe+2].O. The product is [CH3:24][N:25]1[C:26](=[O:57])[C:27]([NH:40][C:41]2[CH:46]=[CH:45][C:44]([N:47]3[CH2:52][CH2:51][N:50]([CH:53]4[CH2:54][O:55][CH2:56]4)[CH2:49][CH2:48]3)=[CH:43][N:42]=2)=[CH:28][C:29]([C:2]2[CH:7]=[CH:6][N:5]=[C:4]([N:8]3[C:20](=[O:21])[C:19]4[S:18][C:17]5[CH2:16][CH2:15][CH2:14][CH2:13][C:12]=5[C:11]=4[CH:10]=[N:9]3)[C:3]=2[CH:22]=[O:23])=[CH:30]1. The yield is 0.530.